This data is from Forward reaction prediction with 1.9M reactions from USPTO patents (1976-2016). The task is: Predict the product of the given reaction. (1) Given the reactants [Br:1][C:2]1[CH:3]=[C:4]([C:8]2[CH:24]=[C:11]3[N:12]=[C:13]([CH3:23])[C:14]([C@H:17]([OH:22])[C:18]([O:20][CH3:21])=[O:19])=[C:15]([I:16])[N:10]3[N:9]=2)[CH:5]=[CH:6][CH:7]=1.Cl(O)(=O)(=O)=O, predict the reaction product. The product is: [Br:1][C:2]1[CH:3]=[C:4]([C:8]2[CH:24]=[C:11]3[N:12]=[C:13]([CH3:23])[C:14]([C@H:17]([O:22][C:4]([CH3:8])([CH3:5])[CH3:3])[C:18]([O:20][CH3:21])=[O:19])=[C:15]([I:16])[N:10]3[N:9]=2)[CH:5]=[CH:6][CH:7]=1. (2) Given the reactants [CH2:1]([O:3][C:4](=[O:15])[CH2:5][O:6][C:7]1[CH:12]=[CH:11][C:10]([SH:13])=[CH:9][C:8]=1[CH3:14])[CH3:2].[Cl:16][C:17]1[CH:32]=[CH:31][C:20]([O:21][C@H:22]([CH3:30])[CH2:23][CH2:24]OS(C)(=O)=O)=[C:19]([O:33][C:34]2[CH:39]=[CH:38][CH:37]=[CH:36][CH:35]=2)[CH:18]=1.N#N.C([O-])([O-])=O.[K+].[K+].Cl, predict the reaction product. The product is: [CH2:1]([O:3][C:4](=[O:15])[CH2:5][O:6][C:7]1[CH:12]=[CH:11][C:10]([S:13][CH2:24][CH2:23][C@H:22]([O:21][C:20]2[CH:31]=[CH:32][C:17]([Cl:16])=[CH:18][C:19]=2[O:33][C:34]2[CH:39]=[CH:38][CH:37]=[CH:36][CH:35]=2)[CH3:30])=[CH:9][C:8]=1[CH3:14])[CH3:2]. (3) Given the reactants [OH:1][CH2:2][C:3]([CH3:14])([CH3:13])[CH2:4][NH:5][C:6](=[O:12])[O:7][C:8]([CH3:11])([CH3:10])[CH3:9].[C:15]1([C:21]2[CH:22]=[CH:23][C:24]3[N:25]([C:27]([C:30]4[CH:39]=[CH:38][C:37]5[C:32](=[C:33](O)[CH:34]=[CH:35][CH:36]=5)[N:31]=4)=[N:28][N:29]=3)[CH:26]=2)[CH:20]=[CH:19][CH:18]=[CH:17][CH:16]=1, predict the reaction product. The product is: [CH3:13][C:3]([CH3:14])([CH2:2][O:1][C:33]1[CH:34]=[CH:35][CH:36]=[C:37]2[C:32]=1[N:31]=[C:30]([C:27]1[N:25]3[CH:26]=[C:21]([C:15]4[CH:16]=[CH:17][CH:18]=[CH:19][CH:20]=4)[CH:22]=[CH:23][C:24]3=[N:29][N:28]=1)[CH:39]=[CH:38]2)[CH2:4][NH:5][C:6](=[O:12])[O:7][C:8]([CH3:9])([CH3:11])[CH3:10]. (4) Given the reactants [OH:1][C@@H:2]([C@H:4]1[C:24](=[O:25])[N:6]2[C:7]([C:21]([O-:23])=[O:22])=[C:8]([C:11]3[S:15][C:14]4=[C:16]([S:19][CH3:20])[N:17]=[CH:18][N:13]4[CH:12]=3)[C@H:9]([CH3:10])[C@H:5]12)[CH3:3].[Na+].[CH3:27][O:28][C:29]1[CH:39]=[CH:38][CH:37]=[CH:36][C:30]=1[C:31]([O:33][CH2:34]Cl)=[O:32].[C:40](OCC)(=O)C, predict the reaction product. The product is: [OH:1][C@@H:2]([C@H:4]1[C:24](=[O:25])[N:6]2[C:7]([C:21]([O:23][CH:34]([O:33][C:31](=[O:32])[C:30]3[CH:36]=[CH:37][CH:38]=[CH:39][C:29]=3[O:28][CH3:27])[CH3:40])=[O:22])=[C:8]([C:11]3[S:15][C:14]4=[C:16]([S:19][CH3:20])[N:17]=[CH:18][N:13]4[CH:12]=3)[C@H:9]([CH3:10])[C@H:5]12)[CH3:3].